This data is from Forward reaction prediction with 1.9M reactions from USPTO patents (1976-2016). The task is: Predict the product of the given reaction. (1) The product is: [Br:23][C:19]1[CH:18]=[C:17]([S:14]([N:11]2[CH:12]=[CH:13][C:9](/[CH:8]=[CH:7]/[C:6]([OH:24])=[O:5])=[CH:10]2)(=[O:15])=[O:16])[CH:22]=[CH:21][CH:20]=1. Given the reactants C([O:5][C:6](=[O:24])/[CH:7]=[CH:8]/[C:9]1[CH:13]=[CH:12][N:11]([S:14]([C:17]2[CH:22]=[CH:21][CH:20]=[C:19]([Br:23])[CH:18]=2)(=[O:16])=[O:15])[CH:10]=1)(C)(C)C.C(O)(C(F)(F)F)=O, predict the reaction product. (2) Given the reactants [CH3:1][O:2][C:3]1[CH:8]=[CH:7][C:6]([NH:9][C:10]2[CH:15]=[CH:14][CH:13]=[CH:12][C:11]=2[NH:16][C:17]([C:19]2[CH:23]=[CH:22][S:21][CH:20]=2)=O)=[CH:5][CH:4]=1, predict the reaction product. The product is: [CH3:1][O:2][C:3]1[CH:8]=[CH:7][C:6]([N:9]2[C:10]3[CH:15]=[CH:14][CH:13]=[CH:12][C:11]=3[N:16]=[C:17]2[C:19]2[CH:23]=[CH:22][S:21][CH:20]=2)=[CH:5][CH:4]=1. (3) Given the reactants Cl.[NH:2]1[CH:6]=[C:5]([CH2:7][CH2:8][O:9][C:10]2[CH:11]=[C:12]3[C:17](=[CH:18][CH:19]=2)[C:16](=[O:20])[CH2:15][CH2:14][CH2:13]3)[N:4]=[CH:3]1.[CH3:21][C:22]1[CH:26]=[CH:25][S:24][C:23]=1[CH:27]=O, predict the reaction product. The product is: [NH:2]1[CH:6]=[C:5]([CH2:7][CH2:8][O:9][C:10]2[CH:11]=[C:12]3[C:17](=[CH:18][CH:19]=2)[C:16](=[O:20])[C:15](=[CH:27][C:23]2[S:24][CH:25]=[CH:26][C:22]=2[CH3:21])[CH2:14][CH2:13]3)[N:4]=[CH:3]1. (4) The product is: [CH2:1]([NH:5][C:6]([C:8]1[CH:24]=[CH:23][C:11]2[S:12][C:13]3[CH:21]=[C:20]([F:22])[CH:19]=[CH:18][C:14]=3[C:15]([C:30]3[CH:31]=[CH:32][C:27]([Cl:26])=[CH:28][CH:29]=3)=[N:16][C:10]=2[CH:9]=1)=[O:7])[CH2:2][CH2:3][CH3:4]. Given the reactants [CH2:1]([NH:5][C:6]([C:8]1[CH:24]=[CH:23][C:11]2[S:12][C:13]3[CH:21]=[C:20]([F:22])[CH:19]=[CH:18][C:14]=3[C:15](Cl)=[N:16][C:10]=2[CH:9]=1)=[O:7])[CH2:2][CH2:3][CH3:4].[I-].[Cl:26][C:27]1[CH:32]=[CH:31][C:30]([Zn+])=[CH:29][CH:28]=1, predict the reaction product. (5) The product is: [O:21]1[C:20]2[CH:24]=[CH:25][C:17]([C:2]#[C:1][C:3]3[CH:15]=[CH:14][C:6]4[O:7][CH2:8][C:9]([CH3:12])([CH3:13])[CH2:10][O:11][C:5]=4[CH:4]=3)=[CH:18][C:19]=2[O:23][CH2:22]1. Given the reactants [C:1]([C:3]1[CH:15]=[CH:14][C:6]2[O:7][CH2:8][C:9]([CH3:13])([CH3:12])[CH2:10][O:11][C:5]=2[CH:4]=1)#[CH:2].I[C:17]1[CH:25]=[CH:24][C:20]2[O:21][CH2:22][O:23][C:19]=2[CH:18]=1, predict the reaction product. (6) Given the reactants [CH2:1]([O:3][C:4](=[O:28])/[CH:5]=[CH:6]/[C:7]1[CH:11]=[C:10]([C:12]2[CH:17]=[CH:16][CH:15]=[CH:14][CH:13]=2)[N:9]([C:18]2[CH:23]=[CH:22][C:21]([S:24]([CH3:27])(=[O:26])=[O:25])=[CH:20][CH:19]=2)[N:8]=1)[CH3:2], predict the reaction product. The product is: [CH2:1]([O:3][C:4](=[O:28])[CH2:5][CH2:6][C:7]1[CH:11]=[C:10]([C:12]2[CH:17]=[CH:16][CH:15]=[CH:14][CH:13]=2)[N:9]([C:18]2[CH:19]=[CH:20][C:21]([S:24]([CH3:27])(=[O:26])=[O:25])=[CH:22][CH:23]=2)[N:8]=1)[CH3:2]. (7) Given the reactants C(OC([N:8]1[CH2:11][CH:10]([O:12][C:13]2[CH:18]=[CH:17][C:16]([N:19]3[CH:24]=[CH:23][C:22]4[CH:25]=[C:26]([C:28]5[CH:33]=[CH:32][C:31]([Cl:34])=[CH:30][CH:29]=5)[S:27][C:21]=4[C:20]3=[O:35])=[CH:15][C:14]=2[O:36][CH3:37])[CH2:9]1)=O)(C)(C)C.[F:38][C:39]([F:44])([F:43])[C:40]([OH:42])=[O:41], predict the reaction product. The product is: [F:38][C:39]([F:44])([F:43])[C:40]([OH:42])=[O:41].[NH:8]1[CH2:9][CH:10]([O:12][C:13]2[CH:18]=[CH:17][C:16]([N:19]3[CH:24]=[CH:23][C:22]4[CH:25]=[C:26]([C:28]5[CH:29]=[CH:30][C:31]([Cl:34])=[CH:32][CH:33]=5)[S:27][C:21]=4[C:20]3=[O:35])=[CH:15][C:14]=2[O:36][CH3:37])[CH2:11]1.